This data is from Catalyst prediction with 721,799 reactions and 888 catalyst types from USPTO. The task is: Predict which catalyst facilitates the given reaction. (1) Reactant: Cl.[NH2:2][CH2:3][C:4]1[CH:12]=[CH:11][CH:10]=[C:9]2[C:5]=1[C:6](=[O:22])[N:7]([CH:14]1[CH2:19][CH2:18][C:17](=[O:20])[NH:16][C:15]1=[O:21])[C:8]2=[O:13].N12CCCN=C1CCCCC2.ON1C2C=CC=CC=2N=N1.[CH3:44][O:45][C:46]1[CH:47]=[C:48]([CH2:54][C:55](O)=[O:56])[CH:49]=[C:50]([O:52][CH3:53])[CH:51]=1.Cl.CN(C)CCCN=C=NCC. Product: [CH3:53][O:52][C:50]1[CH:49]=[C:48]([CH2:54][C:55]([NH:2][CH2:3][C:4]2[CH:12]=[CH:11][CH:10]=[C:9]3[C:5]=2[C:6](=[O:22])[N:7]([CH:14]2[CH2:19][CH2:18][C:17](=[O:20])[NH:16][C:15]2=[O:21])[C:8]3=[O:13])=[O:56])[CH:47]=[C:46]([O:45][CH3:44])[CH:51]=1. The catalyst class is: 10. (2) Reactant: [CH3:1][N:2]1[C:8]2[CH:9]=[CH:10][C:11]([N:13]3[CH2:17][C@H:16]([C:18]([O:20]C)=O)[O:15][C:14]3=[O:22])=[CH:12][C:7]=2[CH2:6][CH2:5][O:4][C:3]1=[O:23].[NH3:24]. Product: [CH3:1][N:2]1[C:8]2[CH:9]=[CH:10][C:11]([N:13]3[CH2:17][C@H:16]([C:18]([NH2:24])=[O:20])[O:15][C:14]3=[O:22])=[CH:12][C:7]=2[CH2:6][CH2:5][O:4][C:3]1=[O:23]. The catalyst class is: 5. (3) Reactant: CN(C(ON1N=NC2C=CC=CC1=2)=[N+](C)C)C.[B-](F)(F)(F)F.CCN(C(C)C)C(C)C.[C:32]([C:34]1[C:35]([N:47]2[CH2:52][CH2:51][CH:50]([C:53]([OH:55])=O)[CH2:49][CH2:48]2)=[N:36][C:37]([CH3:46])=[C:38]([C:40]([O:42][CH:43]([CH3:45])[CH3:44])=[O:41])[CH:39]=1)#[N:33].[F:56][C:57]1[CH:62]=[CH:61][CH:60]=[CH:59][C:58]=1[CH2:63][S:64]([NH2:67])(=[O:66])=[O:65].C([O-])(O)=O.[Na+]. Product: [C:32]([C:34]1[C:35]([N:47]2[CH2:52][CH2:51][CH:50]([C:53]([NH:67][S:64]([CH2:63][C:58]3[CH:59]=[CH:60][CH:61]=[CH:62][C:57]=3[F:56])(=[O:66])=[O:65])=[O:55])[CH2:49][CH2:48]2)=[N:36][C:37]([CH3:46])=[C:38]([CH:39]=1)[C:40]([O:42][CH:43]([CH3:44])[CH3:45])=[O:41])#[N:33]. The catalyst class is: 2. (4) Reactant: C(OC([N:8]1[CH2:13][CH2:12][CH:11]([NH:14][CH2:15][C:16]2[CH:21]=[C:20]([N+:22]([O-:24])=[O:23])[CH:19]=[CH:18][C:17]=2[F:25])[CH2:10][CH2:9]1)=O)(C)(C)C.Cl. Product: [F:25][C:17]1[CH:18]=[CH:19][C:20]([N+:22]([O-:24])=[O:23])=[CH:21][C:16]=1[CH2:15][NH:14][CH:11]1[CH2:10][CH2:9][NH:8][CH2:13][CH2:12]1. The catalyst class is: 135. (5) Reactant: [NH:1]1[C:9]2[CH2:8][CH2:7][CH2:6][C:5](=[O:10])[C:4]=2[CH:3]=[CH:2]1.[OH-].[Na+].Cl[CH2:14][CH2:15][N:16]1[CH2:21][CH2:20][N:19]([C:22]2[CH:27]=[CH:26][CH:25]=[C:24]([Cl:28])[CH:23]=2)[CH2:18][CH2:17]1.C(OCC)(=O)C.ClCCl. Product: [Cl:28][C:24]1[CH:23]=[C:22]([N:19]2[CH2:18][CH2:17][N:16]([CH2:15][CH2:14][N:1]3[C:9]4[CH2:8][CH2:7][CH2:6][C:5](=[O:10])[C:4]=4[CH:3]=[CH:2]3)[CH2:21][CH2:20]2)[CH:27]=[CH:26][CH:25]=1. The catalyst class is: 16. (6) Reactant: [ClH:1].[CH3:2][N:3]1[C:7]2[CH2:8][CH2:9][N:10](C(OC(C)(C)C)=O)[CH2:11][CH2:12][C:6]=2[C:5]2[CH:20]=[CH:21][C:22]([N:24]3[CH:29]=[CH:28][C:27]([C:30]4[CH:35]=[CH:34][C:33]([C:36]([F:39])([F:38])[F:37])=[CH:32][N:31]=4)=[CH:26][C:25]3=[O:40])=[N:23][C:4]1=2. Product: [ClH:1].[CH3:2][N:3]1[C:7]2[CH2:8][CH2:9][NH:10][CH2:11][CH2:12][C:6]=2[C:5]2[CH:20]=[CH:21][C:22]([N:24]3[CH:29]=[CH:28][C:27]([C:30]4[CH:35]=[CH:34][C:33]([C:36]([F:39])([F:38])[F:37])=[CH:32][N:31]=4)=[CH:26][C:25]3=[O:40])=[N:23][C:4]1=2. The catalyst class is: 5. (7) Reactant: CN(C(ON1N=NC2C=CC=NC1=2)=[N+](C)C)C.F[P-](F)(F)(F)(F)F.C(O)(C(F)(F)F)=O.[Br:32][C:33]1[CH:34]=[C:35]2[C:40](=[CH:41][CH:42]=1)[CH:39]=[C:38]([C:43]1[N:44]=[C:45]([C@@H:48]3[CH2:52][C@H:51]4[CH2:53][C@H:50]4[NH:49]3)[NH:46][CH:47]=1)[CH:37]=[CH:36]2.[CH3:54][O:55][C:56]([NH:58][C@@H:59]([CH:63]([CH3:65])[CH3:64])[C:60](O)=[O:61])=[O:57].CCN(C(C)C)C(C)C. Product: [Br:32][C:33]1[CH:34]=[C:35]2[C:40](=[CH:41][CH:42]=1)[CH:39]=[C:38]([C:43]1[N:44]=[C:45]([C@@H:48]3[CH2:52][C@@H:51]4[C@@H:50]([CH2:53]4)[N:49]3[C:60](=[O:61])[C@@H:59]([NH:58][C:56](=[O:57])[O:55][CH3:54])[CH:63]([CH3:65])[CH3:64])[NH:46][CH:47]=1)[CH:37]=[CH:36]2. The catalyst class is: 31. (8) Product: [Cl:9][C:10]1[C:15]([C:16]2[N:45]=[C:44]([CH:41]3[CH2:42][CH2:43][O:38][CH2:39][CH2:40]3)[S:46][C:17]=2[C:18]2[CH:23]=[CH:22][N:21]=[C:20]([Cl:24])[N:19]=2)=[CH:14][CH:13]=[CH:12][C:11]=1[NH:26][S:27]([C:30]1[C:35]([F:36])=[CH:34][CH:33]=[CH:32][C:31]=1[F:37])(=[O:29])=[O:28]. Reactant: C1C(=O)N(Br)C(=O)C1.[Cl:9][C:10]1[C:15](/[C:16](/O)=[CH:17]\[C:18]2[CH:23]=[CH:22][N:21]=[C:20]([Cl:24])[N:19]=2)=[CH:14][CH:13]=[CH:12][C:11]=1[NH:26][S:27]([C:30]1[C:35]([F:36])=[CH:34][CH:33]=[CH:32][C:31]=1[F:37])(=[O:29])=[O:28].[O:38]1[CH2:43][CH2:42][CH:41]([C:44](=[S:46])[NH2:45])[CH2:40][CH2:39]1. The catalyst class is: 287. (9) Reactant: C[C:2](C)(P(O)(O)=O)[C:3]#[N:4].[Li+].[Cl-].C1CCN2C(=NCCC2)CC1.[C:23]([O:27][C:28]([N:30]1[CH2:35][CH2:34][C:33]([CH:38]2[CH2:43][CH2:42][CH2:41][CH2:40][CH2:39]2)([CH:36]=O)[CH2:32][CH2:31]1)=[O:29])([CH3:26])([CH3:25])[CH3:24]. Product: [C:23]([O:27][C:28]([N:30]1[CH2:35][CH2:34][C:33]([CH:36]=[CH:2][C:3]#[N:4])([CH:38]2[CH2:43][CH2:42][CH2:41][CH2:40][CH2:39]2)[CH2:32][CH2:31]1)=[O:29])([CH3:26])([CH3:25])[CH3:24]. The catalyst class is: 10.